Dataset: Full USPTO retrosynthesis dataset with 1.9M reactions from patents (1976-2016). Task: Predict the reactants needed to synthesize the given product. (1) Given the product [C:1]([O:5][C:6]([N:8]1[CH2:9][CH2:10][N:11]([C:14]([C:16]2[C:24]3[C:19](=[C:20]([Cl:25])[N:21]=[CH:22][CH:23]=3)[N:18]([C:26]3[CH:27]=[CH:28][CH:29]=[CH:30][CH:31]=3)[C:17]=2[CH2:57][C:58]2[CH:63]=[CH:62][CH:61]=[C:60]([F:64])[C:59]=2[CH3:65])=[O:15])[CH2:12][CH2:13]1)=[O:7])([CH3:3])([CH3:2])[CH3:4], predict the reactants needed to synthesize it. The reactants are: [C:1]([O:5][C:6]([N:8]1[CH2:13][CH2:12][N:11]([C:14]([C:16]2[C:24]3[C:19](=[C:20]([Cl:25])[N:21]=[CH:22][CH:23]=3)[N:18]([C:26]3[CH:31]=[CH:30][CH:29]=[CH:28][CH:27]=3)[C:17]=2Cl)=[O:15])[CH2:10][CH2:9]1)=[O:7])([CH3:4])([CH3:3])[CH3:2].C(OC(N1CCN(C(C2C3C(=C([CH2:57][C:58]4[CH:63]=[CH:62][CH:61]=[C:60]([F:64])[C:59]=4[CH3:65])N=CC=3)N(C3C=CC=CC=3)C=2[CH2:57][C:58]2[CH:63]=[CH:62][CH:61]=[C:60]([F:64])[C:59]=2[CH3:65])=O)CC1)=O)(C)(C)C. (2) Given the product [CH2:18]1[CH2:19][N:11]([CH2:10][CH2:9][P:4]([OH:5])([OH:8])=[O:3])[C:12]2=[C:13]([OH:21])[C:14](=[O:20])[C:15]2=[N:16][CH2:17]1, predict the reactants needed to synthesize it. The reactants are: C([O:3][P:4]([CH2:9][CH2:10][N:11]1[CH2:19][CH2:18][CH2:17][NH:16][C:15]2[C:14](=[O:20])[C:13](=[O:21])[C:12]1=2)(=[O:8])[O:5]CC)C.O.[OH-].[Na+].Cl. (3) Given the product [F:1][C:2]1[C:7]([C:8]([F:9])([F:10])[F:11])=[CH:6][CH:5]=[CH:4][C:3]=1[CH:12]1[CH2:17][CH2:16][NH:15][CH2:14][CH2:13]1, predict the reactants needed to synthesize it. The reactants are: [F:1][C:2]1[C:7]([C:8]([F:11])([F:10])[F:9])=[CH:6][CH:5]=[CH:4][C:3]=1[C:12]1[CH2:13][CH2:14][NH:15][CH2:16][CH:17]=1.Cl.